The task is: Predict the reaction yield, written as a fraction of the theoretical maximum amount of product (1.0 means a 100% yield; for example, 0.34 means a 34% yield).. This data is from Reaction yield outcomes from USPTO patents with 853,638 reactions. (1) The product is [OH:1][C:2]1[C:7]2[C@@:8]3([OH:45])[C@@:21]([O:25][CH3:26])([C@H:22]([OH:24])[CH2:23][C:6]=2[CH:5]=[C:4]([CH3:46])[C:3]=1[C:47]([O:49][CH3:50])=[O:48])[C:20](=[O:27])[C:19]1[C:10](=[CH:11][C:12]2[C:13](=[O:43])[C:14]([NH:30][C@@H:31]4[C@H:36]([O:37][CH3:38])[C@H:35]([OH:39])[C@@H:34]([O:40][CH3:41])[C@H:33]([CH3:42])[O:32]4)=[CH:15]/[C:16](=[N:56]\[CH2:55][CH2:54][CH2:53][O:52][CH3:51])/[C:17]=2[C:18]=1[OH:28])[C:9]3=[O:44]. The catalyst is CO. The yield is 0.483. The reactants are [OH:1][C:2]1[C:7]2[C@@:8]3([OH:45])[C@@:21]([O:25][CH3:26])([C@H:22]([OH:24])[CH2:23][C:6]=2[CH:5]=[C:4]([CH3:46])[C:3]=1[C:47]([O:49][CH3:50])=[O:48])[C:20](=[O:27])[C:19]1[C:10](=[CH:11][C:12]2[C:13](=[O:43])[C:14]([NH:30][C@@H:31]4[C@H:36]([O:37][CH3:38])[C@H:35]([OH:39])[C@@H:34]([O:40][CH3:41])[C@H:33]([CH3:42])[O:32]4)=[CH:15][C:16](=O)[C:17]=2[C:18]=1[OH:28])[C:9]3=[O:44].[CH3:51][O:52][CH2:53][CH2:54][CH2:55][NH2:56]. (2) The reactants are [Li+].CC([N-]C(C)C)C.CCCCCCC.C1COCC1.C(C1C=CC=CC=1)C.[CH3:29][O:30][C:31]1[CH:40]=[C:39]2[C:34]([C:35](=[O:41])[CH2:36][S:37][CH2:38]2)=[CH:33][CH:32]=1.CN(P(N(C)C)(N(C)C)=O)C.C([C:55]([O:57][CH3:58])=[O:56])#N.[NH4+].[Cl-]. The catalyst is C1COCC1. The product is [CH3:58][O:57][C:55]([CH:36]1[C:35](=[O:41])[C:34]2[C:39](=[CH:40][C:31]([O:30][CH3:29])=[CH:32][CH:33]=2)[CH2:38][S:37]1)=[O:56]. The yield is 0.780.